Dataset: Full USPTO retrosynthesis dataset with 1.9M reactions from patents (1976-2016). Task: Predict the reactants needed to synthesize the given product. (1) Given the product [OH:15][CH2:14][CH2:13][N:1]1[CH2:6][CH2:5][CH2:4][CH:3]([C:7]([O:9][CH2:10][CH3:11])=[O:8])[CH2:2]1, predict the reactants needed to synthesize it. The reactants are: [NH:1]1[CH2:6][CH2:5][CH2:4][CH:3]([C:7]([O:9][CH2:10][CH3:11])=[O:8])[CH2:2]1.Br[CH2:13][CH2:14][OH:15].C(=O)([O-])[O-].[Na+].[Na+]. (2) Given the product [Cl:1][C:2]1[N:7]=[C:6]([NH:8][CH2:9][CH2:10][CH2:11][O:12][C:15]2[CH:16]=[C:17]3[C:21](=[CH:22][CH:23]=2)[C@H:20]([CH2:24][C:25]([O:27][CH2:28][CH3:29])=[O:26])[CH2:19][CH2:18]3)[C:5]([Cl:13])=[CH:4][N:3]=1, predict the reactants needed to synthesize it. The reactants are: [Cl:1][C:2]1[N:7]=[C:6]([NH:8][CH2:9][CH2:10][CH2:11][OH:12])[C:5]([Cl:13])=[CH:4][N:3]=1.O[C:15]1[CH:16]=[C:17]2[C:21](=[CH:22][CH:23]=1)[C@H:20]([CH2:24][C:25]([O:27][CH2:28][CH3:29])=[O:26])[CH2:19][CH2:18]2.C1C=CC(P(C2C=CC=CC=2)C2C=CC=CC=2)=CC=1.C1CCN(C(N=NC(N2CCCCC2)=O)=O)CC1. (3) Given the product [CH3:29][O:28][C:25]1[CH:26]=[CH:27][C:22]([C:20]2[CH:21]=[C:16]([O:15][CH2:14][C@H:10]3[O:11][CH2:12][CH2:13][NH:8][CH2:9]3)[CH:17]=[N:18][CH:19]=2)=[CH:23][CH:24]=1, predict the reactants needed to synthesize it. The reactants are: C([N:8]1[CH2:13][CH2:12][O:11][C@H:10]([CH2:14][O:15][C:16]2[CH:17]=[N:18][CH:19]=[C:20]([C:22]3[CH:27]=[CH:26][C:25]([O:28][CH3:29])=[CH:24][CH:23]=3)[CH:21]=2)[CH2:9]1)C1C=CC=CC=1.C([O-])=O.[NH4+]. (4) Given the product [CH3:35][C:33]1[NH:32][N:31]=[C:30]([NH:29][C:2]2[CH:7]=[C:6]([CH2:8][CH2:9][CH:10]=[CH:11][CH3:12])[N:5]=[C:4]([N:13]3[CH2:17][CH2:16][CH2:15][CH:14]3[C:18]3[O:22][N:21]=[C:20]([C:23]4[CH:28]=[CH:27][CH:26]=[CH:25][N:24]=4)[CH:19]=3)[N:3]=2)[CH:34]=1, predict the reactants needed to synthesize it. The reactants are: O[C:2]1[CH:7]=[C:6]([CH2:8][CH2:9][CH:10]=[CH:11][CH3:12])[N:5]=[C:4]([N:13]2[CH2:17][CH2:16][CH2:15][CH:14]2[C:18]2[O:22][N:21]=[C:20]([C:23]3[CH:28]=[CH:27][CH:26]=[CH:25][N:24]=3)[CH:19]=2)[N:3]=1.[NH2:29][C:30]1[CH:34]=[C:33]([CH3:35])[NH:32][N:31]=1. (5) Given the product [CH:27]1([S:33][C:2]2[O:3][C:4]([C:7]3[N:12]=[C:11]([NH:13][C:14]4[CH:19]=[C:18]([CH3:20])[CH:17]=[CH:16][N:15]=4)[CH:10]=[CH:9][CH:8]=3)=[CH:5][N:6]=2)[CH2:32][CH2:31][CH2:30][CH2:29][CH2:28]1, predict the reactants needed to synthesize it. The reactants are: Cl[C:2]1[O:3][C:4]([C:7]2[N:12]=[C:11]([NH:13][C:14]3[CH:19]=[C:18]([CH3:20])[CH:17]=[CH:16][N:15]=3)[CH:10]=[CH:9][CH:8]=2)=[CH:5][N:6]=1.C([O-])([O-])=O.[K+].[K+].[CH:27]1([SH:33])[CH2:32][CH2:31][CH2:30][CH2:29][CH2:28]1.O. (6) The reactants are: [F:1][C:2]1[CH:19]=[CH:18][C:5]([CH2:6][NH:7][C:8]2[C:13]([C:14]([O:16]C)=[O:15])=[N:12][CH:11]=[CH:10][N:9]=2)=[CH:4][CH:3]=1.[OH-].[Na+]. Given the product [F:1][C:2]1[CH:3]=[CH:4][C:5]([CH2:6][NH:7][C:8]2[C:13]([C:14]([OH:16])=[O:15])=[N:12][CH:11]=[CH:10][N:9]=2)=[CH:18][CH:19]=1, predict the reactants needed to synthesize it. (7) Given the product [CH3:9][C:8]1[C:2]2[S:14][C:13]([SH:15])=[N:4][C:3]=2[CH:5]=[CH:6][CH:7]=1, predict the reactants needed to synthesize it. The reactants are: Br[C:2]1[C:8]([CH3:9])=[CH:7][CH:6]=[CH:5][C:3]=1[NH2:4].C(O[C:13]([SH:15])=[S:14])C.[K]. (8) Given the product [Cl:1][C:2]1[CH:3]=[C:4]([N:10]2[C:14]([CH3:15])=[C:13]([CH2:16][C:17]3[CH:30]=[CH:29][C:20]([C:21]([NH:23][CH2:24][C:25]([OH:28])([CH3:27])[CH3:26])=[O:22])=[CH:19][CH:18]=3)[C:12]([CH:31]=[O:32])=[N:11]2)[CH:5]=[CH:6][C:7]=1[C:8]#[N:9], predict the reactants needed to synthesize it. The reactants are: [Cl:1][C:2]1[CH:3]=[C:4]([N:10]2[C:14]([CH3:15])=[C:13]([CH2:16][C:17]3[CH:30]=[CH:29][C:20]([C:21]([NH:23][CH2:24][C:25]([OH:28])([CH3:27])[CH3:26])=[O:22])=[CH:19][CH:18]=3)[C:12]([CH2:31][OH:32])=[N:11]2)[CH:5]=[CH:6][C:7]=1[C:8]#[N:9].CN(C=O)C. (9) Given the product [NH:1]([C:2]1[CH:11]=[C:10]2[C:5]([CH2:6][CH2:7][NH:8][C:9]2=[O:12])=[CH:4][CH:3]=1)[NH2:13], predict the reactants needed to synthesize it. The reactants are: [NH2:1][C:2]1[CH:11]=[C:10]2[C:5]([CH2:6][CH2:7][NH:8][C:9]2=[O:12])=[CH:4][CH:3]=1.[N:13]([O-])=O.[Na+].Cl[Sn]Cl. (10) Given the product [O:1]1[CH2:4][CH:3]([CH2:5][C:6]([C:8]2[CH:9]=[CH:10][C:11]([O:14][C:15]([F:16])([F:17])[F:18])=[CH:12][CH:13]=2)=[O:7])[CH2:2]1, predict the reactants needed to synthesize it. The reactants are: [O:1]1[CH2:4][C:3](=[CH:5][C:6]([C:8]2[CH:13]=[CH:12][C:11]([O:14][C:15]([F:18])([F:17])[F:16])=[CH:10][CH:9]=2)=[O:7])[CH2:2]1.